Task: Predict the product of the given reaction.. Dataset: Forward reaction prediction with 1.9M reactions from USPTO patents (1976-2016) Given the reactants [F:1][C:2]1[CH:11]=[C:10]2[C:5]([CH:6]=[CH:7][CH:8]=[N:9]2)=[CH:4][C:3]=1[CH2:12][N:13]1[C:21]2[C:16](=[N:17][CH:18]=[C:19]([C:22](=O)[CH3:23])[N:20]=2)[N:15]=[N:14]1.Cl.[NH:26]1[CH2:30][CH2:29][C@@H:28]([O:31][NH2:32])[CH2:27]1, predict the reaction product. The product is: [NH:26]1[CH2:30][CH2:29][C@@H:28]([O:31]/[N:32]=[C:22](/[C:19]2[N:20]=[C:21]3[N:13]([CH2:12][C:3]4[CH:4]=[C:5]5[C:10](=[CH:11][C:2]=4[F:1])[N:9]=[CH:8][CH:7]=[CH:6]5)[N:14]=[N:15][C:16]3=[N:17][CH:18]=2)\[CH3:23])[CH2:27]1.